From a dataset of Peptide-MHC class I binding affinity with 185,985 pairs from IEDB/IMGT. Regression. Given a peptide amino acid sequence and an MHC pseudo amino acid sequence, predict their binding affinity value. This is MHC class I binding data. (1) The peptide sequence is MIEPRTLQY. The MHC is HLA-A01:01 with pseudo-sequence HLA-A01:01. The binding affinity (normalized) is 0.492. (2) The peptide sequence is FLFWFLKSGA. The MHC is HLA-A02:01 with pseudo-sequence HLA-A02:01. The binding affinity (normalized) is 0.943. (3) The peptide sequence is ETINEEAADW. The MHC is HLA-A24:02 with pseudo-sequence HLA-A24:02. The binding affinity (normalized) is 0. (4) The peptide sequence is HFAIGLALY. The MHC is HLA-A23:01 with pseudo-sequence HLA-A23:01. The binding affinity (normalized) is 0.136. (5) The peptide sequence is IYNMNDKQI. The MHC is H-2-Kd with pseudo-sequence H-2-Kd. The binding affinity (normalized) is 0.527.